The task is: Regression/Classification. Given a drug SMILES string, predict its absorption, distribution, metabolism, or excretion properties. Task type varies by dataset: regression for continuous measurements (e.g., permeability, clearance, half-life) or binary classification for categorical outcomes (e.g., BBB penetration, CYP inhibition). Dataset: cyp2c9_veith.. This data is from CYP2C9 inhibition data for predicting drug metabolism from PubChem BioAssay. The compound is CC1CCN(CCc2nc3cc(NC(=O)NC4CCCCC4)ccc3n2C)CC1. The result is 0 (non-inhibitor).